The task is: Predict the reactants needed to synthesize the given product.. This data is from Full USPTO retrosynthesis dataset with 1.9M reactions from patents (1976-2016). (1) Given the product [CH3:39][Si:40]([C:43]#[C:44][C:2]1[CH:7]=[CH:6][C:5]([CH:8]2[CH2:10][CH:9]2[C:11]([O:13][CH3:14])=[O:12])=[CH:4][CH:3]=1)([CH3:42])[CH3:41], predict the reactants needed to synthesize it. The reactants are: I[C:2]1[CH:7]=[CH:6][C:5]([CH:8]2[CH2:10][CH:9]2[C:11]([O:13][CH3:14])=[O:12])=[CH:4][CH:3]=1.C(P(C(C)(C)C)C1N(C2C=CC=CC=2)C2C(C=1)=CC=CC=2)(C)(C)C.[CH3:39][Si:40]([C:43]#[CH:44])([CH3:42])[CH3:41]. (2) Given the product [Cl:20][C:21]1[CH:29]=[CH:28][CH:27]=[CH:26][C:22]=1[C:23]1[S:24][C:9]([C:7]2[CH:6]=[CH:5][N:4]=[C:3]([NH2:2])[CH:8]=2)=[C:10]([C:12]2[CH:17]=[CH:16][CH:15]=[C:14]([CH3:18])[CH:13]=2)[N:25]=1, predict the reactants needed to synthesize it. The reactants are: Br.[NH2:2][C:3]1[CH:8]=[C:7]([CH:9](Br)[C:10]([C:12]2[CH:17]=[CH:16][CH:15]=[C:14]([CH3:18])[CH:13]=2)=O)[CH:6]=[CH:5][N:4]=1.[Cl:20][C:21]1[CH:29]=[CH:28][CH:27]=[CH:26][C:22]=1[C:23]([NH2:25])=[S:24].C(=O)([O-])O.[Na+]. (3) Given the product [N:1]([C:2]1[CH:7]=[CH:6][C:5]([N:8]2[CH2:12][C@H:11]([CH2:13][NH:14][C:15](=[O:17])[CH3:16])[O:10][C:9]2=[O:18])=[CH:4][C:3]=1[F:19])=[N+:24]=[N-:25], predict the reactants needed to synthesize it. The reactants are: [NH2:1][C:2]1[CH:7]=[CH:6][C:5]([N:8]2[CH2:12][CH:11]([CH2:13][NH:14][C:15](=[O:17])[CH3:16])[O:10][C:9]2=[O:18])=[CH:4][C:3]=1[F:19].N([O-])=O.[Na+].[N-:24]=[N+:25]=[N-].[Na+].C([O-])(=O)C.[Na+]. (4) Given the product [CH2:11]([O:18][C:19]1[CH:20]=[CH:21][C:22]([CH2:23][C:6]#[C:5][Si:2]([CH3:4])([CH3:3])[CH3:1])=[CH:25][CH:26]=1)[C:12]1[CH:13]=[CH:14][CH:15]=[CH:16][CH:17]=1, predict the reactants needed to synthesize it. The reactants are: [CH3:1][Si:2]([C:5]#[CH:6])([CH3:4])[CH3:3].C([Mg]Br)C.[CH2:11]([O:18][C:19]1[CH:26]=[CH:25][C:22]([CH2:23]Cl)=[CH:21][CH:20]=1)[C:12]1[CH:17]=[CH:16][CH:15]=[CH:14][CH:13]=1.[Cl-].N. (5) Given the product [C:33]([C:36]1[N:41]=[CH:40][C:39]([NH:42][C@@H:43]2[CH2:48][CH2:47][CH2:46][CH2:45][C@@H:44]2[NH:49][C:50](=[O:56])[O:51][C:52]([CH3:54])([CH3:53])[CH3:55])=[CH:38][C:37]=1[NH:57][C:58]1[CH:63]=[C:62]([OH:27])[CH:61]=[C:60]([CH3:65])[N:59]=1)(=[O:35])[NH2:34], predict the reactants needed to synthesize it. The reactants are: ClC1C=C(C)N=C(NC2C=C(N[C@@H]3CCCC[C@@H]3NC(=O)[O:27]C(C)(C)C)C=NC=2C#N)C=1.[C:33]([C:36]1[N:41]=[CH:40][C:39]([NH:42][C@@H:43]2[CH2:48][CH2:47][CH2:46][CH2:45][C@@H:44]2[NH:49][C:50](=[O:56])[O:51][C:52]([CH3:55])([CH3:54])[CH3:53])=[CH:38][C:37]=1[NH:57][C:58]1[CH:63]=[CH:62][C:61](O)=[C:60]([CH3:65])[N:59]=1)(=[O:35])[NH2:34]. (6) Given the product [Cl:1][C:2]1[CH:3]=[CH:4][C:5]([CH2:6][N:7]2[C:15]3[C:14](=[O:16])[N:13]([CH2:17][CH2:18][CH2:19][OH:20])[C:12](=[O:27])[N:11]([CH3:28])[C:10]=3[N:9]=[C:8]2[O:29][CH2:30][CH2:31][O:32][CH:33]2[CH2:34][CH2:35][CH2:36][CH2:37][CH2:38]2)=[CH:39][CH:40]=1, predict the reactants needed to synthesize it. The reactants are: [Cl:1][C:2]1[CH:40]=[CH:39][C:5]([CH2:6][N:7]2[C:15]3[C:14](=[O:16])[N:13]([CH2:17][CH2:18][CH2:19][O:20]C4CCCCO4)[C:12](=[O:27])[N:11]([CH3:28])[C:10]=3[N:9]=[C:8]2[O:29][CH2:30][CH2:31][O:32][CH:33]2[CH2:38][CH2:37][CH2:36][CH2:35][CH2:34]2)=[CH:4][CH:3]=1. (7) The reactants are: [CH3:1][O:2][C:3](=[O:29])[NH:4][C@H:5]1[CH2:10][CH2:9][N:8]([C:11]2[CH:16]=[C:15]([C:17]#[N:18])[CH:14]=[C:13]([NH2:19])[C:12]=2[Cl:20])[CH2:7][C@@H:6]1[O:21][Si:22]([C:25]([CH3:28])([CH3:27])[CH3:26])([CH3:24])[CH3:23].NC1C=CC=CC=1.[CH:37]1([N:40]([CH2:56][C:57]2[CH:62]=[CH:61][C:60]([O:63][CH3:64])=[CH:59][CH:58]=2)[C:41]2[C:46]3=[N:47][CH:48]=[C:49]([C:50]#[N:51])[N:45]3[N:44]=[C:43](S(C)(=O)=O)[N:42]=2)[CH2:39][CH2:38]1. Given the product [CH3:1][O:2][C:3](=[O:29])[NH:4][C@H:5]1[CH2:10][CH2:9][N:8]([C:11]2[CH:16]=[C:15]([C:17]#[N:18])[CH:14]=[C:13]([NH:19][C:43]3[N:42]=[C:41]([N:40]([CH:37]4[CH2:39][CH2:38]4)[CH2:56][C:57]4[CH:62]=[CH:61][C:60]([O:63][CH3:64])=[CH:59][CH:58]=4)[C:46]4=[N:47][CH:48]=[C:49]([C:50]#[N:51])[N:45]4[N:44]=3)[C:12]=2[Cl:20])[CH2:7][C@@H:6]1[O:21][Si:22]([C:25]([CH3:26])([CH3:28])[CH3:27])([CH3:23])[CH3:24], predict the reactants needed to synthesize it. (8) Given the product [Br:1][C:2]1[C:11]([F:12])=[CH:10][C:5]2[N:6]([CH3:13])[C:7](=[O:9])[O:8][C:4]=2[CH:3]=1, predict the reactants needed to synthesize it. The reactants are: [Br:1][C:2]1[C:11]([F:12])=[CH:10][C:5]2[NH:6][C:7](=[O:9])[O:8][C:4]=2[CH:3]=1.[C:13](=O)([O-])[O-].[K+].[K+].CI. (9) The reactants are: Cl[Sn]Cl.[CH3:4][C:5]1[C:13]2[S:12][CH:11]=[N:10][C:9]=2[CH:8]=[C:7]([N+:14]([O-])=O)[CH:6]=1.[OH-].[Na+]. Given the product [CH3:4][C:5]1[C:13]2[S:12][CH:11]=[N:10][C:9]=2[CH:8]=[C:7]([NH2:14])[CH:6]=1, predict the reactants needed to synthesize it. (10) The reactants are: [CH3:1][S:2](Cl)(=[O:4])=[O:3].[C:6]1([C@H:12]([NH2:14])[CH3:13])[CH:11]=[CH:10][CH:9]=[CH:8][CH:7]=1. Given the product [C:6]1([CH:12]([NH:14][S:2]([CH3:1])(=[O:4])=[O:3])[CH3:13])[CH:11]=[CH:10][CH:9]=[CH:8][CH:7]=1, predict the reactants needed to synthesize it.